This data is from Full USPTO retrosynthesis dataset with 1.9M reactions from patents (1976-2016). The task is: Predict the reactants needed to synthesize the given product. (1) Given the product [F:1][C:2]([F:18])([F:17])[O:3][C:4]1[CH:16]=[CH:15][C:7]([O:8][CH:9]([CH2:13][CH3:14])[C:10]([Cl:22])=[O:11])=[CH:6][CH:5]=1, predict the reactants needed to synthesize it. The reactants are: [F:1][C:2]([F:18])([F:17])[O:3][C:4]1[CH:16]=[CH:15][C:7]([O:8][CH:9]([CH2:13][CH3:14])[C:10](O)=[O:11])=[CH:6][CH:5]=1.C(Cl)(=O)C([Cl:22])=O. (2) The reactants are: [CH3:1][O:2][C:3]1[CH:4]=[C:5]2[C:10](=[CH:11][C:12]=1[O:13][CH3:14])[N:9]=[CH:8][CH:7]=[C:6]2[O:15][C:16]1[CH:22]=[CH:21][C:19]([NH2:20])=[CH:18][CH:17]=1.C1(C)C=CC=CC=1.C(N(CC)CC)C.Cl[C:38](Cl)([O:40]C(=O)OC(Cl)(Cl)Cl)Cl.[CH3:49][O:50][C:51]1[CH:59]=[CH:58][C:54]([CH:55]([OH:57])[CH3:56])=[CH:53][CH:52]=1. Given the product [CH3:1][O:2][C:3]1[CH:4]=[C:5]2[C:10](=[CH:11][C:12]=1[O:13][CH3:14])[N:9]=[CH:8][CH:7]=[C:6]2[O:15][C:16]1[CH:22]=[CH:21][C:19]([NH:20][C:38](=[O:40])[O:57][CH:55]([C:54]2[CH:58]=[CH:59][C:51]([O:50][CH3:49])=[CH:52][CH:53]=2)[CH3:56])=[CH:18][CH:17]=1, predict the reactants needed to synthesize it. (3) Given the product [CH2:31]([O:30][C:29]1[CH:28]=[CH:27][C:4]([CH:5]([OH:26])[CH2:6][N:7]([CH2:19][C:20]2[CH:25]=[CH:24][CH:23]=[CH:22][CH:21]=2)[CH:8]([CH3:18])[CH2:9][C:10]2[CH:11]=[CH:12][C:13]([O:16][CH3:17])=[CH:14][CH:15]=2)=[CH:3][C:2]=1[NH:1][CH:40]=[O:41])[C:32]1[CH:33]=[CH:34][CH:35]=[CH:36][CH:37]=1, predict the reactants needed to synthesize it. The reactants are: [NH2:1][C:2]1[CH:3]=[C:4]([CH:27]=[CH:28][C:29]=1[O:30][CH2:31][C:32]1[CH:37]=[CH:36][CH:35]=[CH:34][CH:33]=1)[CH:5]([OH:26])[CH2:6][N:7]([CH2:19][C:20]1[CH:25]=[CH:24][CH:23]=[CH:22][CH:21]=1)[CH:8]([CH3:18])[CH2:9][C:10]1[CH:15]=[CH:14][C:13]([O:16][CH3:17])=[CH:12][CH:11]=1.C1C[O:41][CH2:40]C1.C(OC=O)(=O)C.N. (4) Given the product [CH3:25][C:13]1[S:12][C:11]2[CH:26]=[C:7]([O:6][CH2:5][CH2:4][CH2:3][CH2:2][NH:30][CH2:29][CH2:27][OH:28])[CH:8]=[CH:9][C:10]=2[C:14]=1[C:15]1[CH:20]=[CH:19][C:18]([C:21]([F:24])([F:23])[F:22])=[CH:17][CH:16]=1, predict the reactants needed to synthesize it. The reactants are: Br[CH2:2][CH2:3][CH2:4][CH2:5][O:6][C:7]1[CH:8]=[CH:9][C:10]2[C:14]([C:15]3[CH:20]=[CH:19][C:18]([C:21]([F:24])([F:23])[F:22])=[CH:17][CH:16]=3)=[C:13]([CH3:25])[S:12][C:11]=2[CH:26]=1.[CH2:27]([CH2:29][NH2:30])[OH:28]. (5) Given the product [Cl:1][C:2]1[CH:3]=[CH:4][C:5]([CH2:8][O:9][C:10]2[CH:15]=[CH:14][N:13]([C:16]3[CH:17]=[N:18][C:19]([N:32]4[CH2:33][CH2:34][CH:29]([N:24]5[CH2:28][CH2:27][CH2:26][CH2:25]5)[CH2:30][CH2:31]4)=[CH:20][CH:21]=3)[C:12](=[O:23])[CH:11]=2)=[N:6][CH:7]=1, predict the reactants needed to synthesize it. The reactants are: [Cl:1][C:2]1[CH:3]=[CH:4][C:5]([CH2:8][O:9][C:10]2[CH:15]=[CH:14][N:13]([C:16]3[CH:17]=[N:18][C:19](F)=[CH:20][CH:21]=3)[C:12](=[O:23])[CH:11]=2)=[N:6][CH:7]=1.[N:24]1([CH:29]2[CH2:34][CH2:33][NH:32][CH2:31][CH2:30]2)[CH2:28][CH2:27][CH2:26][CH2:25]1.C([O-])([O-])=O.[K+].[K+]. (6) Given the product [F:16][C:17]1[CH:18]=[CH:19][C:20]([C:23]2[CH:28]=[CH:27][C:26]([O:29][CH2:12][C:11]([NH:10][C:9]3[C:5]([C:3]([OH:2])=[O:4])=[CH:6][S:7][C:8]=3[CH3:15])=[O:14])=[CH:25][CH:24]=2)=[CH:21][CH:22]=1, predict the reactants needed to synthesize it. The reactants are: C[O:2][C:3]([C:5]1[C:9]([NH:10][C:11](=[O:14])[CH2:12]Cl)=[C:8]([CH3:15])[S:7][CH:6]=1)=[O:4].[F:16][C:17]1[CH:22]=[CH:21][C:20]([C:23]2[CH:28]=[CH:27][C:26]([OH:29])=[CH:25][CH:24]=2)=[CH:19][CH:18]=1.